Dataset: Full USPTO retrosynthesis dataset with 1.9M reactions from patents (1976-2016). Task: Predict the reactants needed to synthesize the given product. (1) Given the product [Br:1][C:2]1[C:3]([N:21]2[C:17]([CH3:16])=[CH:18][C:19]([C:22]([F:25])([F:24])[F:23])=[N:20]2)=[N:4][C:5]([Cl:8])=[N:6][CH:7]=1, predict the reactants needed to synthesize it. The reactants are: [Br:1][C:2]1[C:3](Cl)=[N:4][C:5]([Cl:8])=[N:6][CH:7]=1.C([O-])([O-])=O.[K+].[K+].[CH3:16][C:17]1[NH:21][N:20]=[C:19]([C:22]([F:25])([F:24])[F:23])[CH:18]=1. (2) Given the product [F:25][C:26]([F:39])([F:38])[S:27]([O:12][C:5]1[C:6]2[C:11](=[CH:10][CH:9]=[CH:8][CH:7]=2)[C:2]([Cl:1])=[N:3][C:4]=1[C:13](=[O:15])[CH3:14])(=[O:29])=[O:28], predict the reactants needed to synthesize it. The reactants are: [Cl:1][C:2]1[C:11]2[C:6](=[CH:7][CH:8]=[CH:9][CH:10]=2)[C:5]([OH:12])=[C:4]([C:13](=[O:15])[CH3:14])[N:3]=1.C(N(CC)C(C)C)(C)C.[F:25][C:26]([F:39])([F:38])[S:27](O[S:27]([C:26]([F:39])([F:38])[F:25])(=[O:29])=[O:28])(=[O:29])=[O:28].